Task: Regression. Given a peptide amino acid sequence and an MHC pseudo amino acid sequence, predict their binding affinity value. This is MHC class I binding data.. Dataset: Peptide-MHC class I binding affinity with 185,985 pairs from IEDB/IMGT (1) The peptide sequence is EAYCALLCK. The MHC is HLA-A02:19 with pseudo-sequence HLA-A02:19. The binding affinity (normalized) is 0.0847. (2) The peptide sequence is KYQLKHIVW. The MHC is HLA-B18:01 with pseudo-sequence HLA-B18:01. The binding affinity (normalized) is 0. (3) The peptide sequence is VLPHLCLDYK. The MHC is HLA-B51:01 with pseudo-sequence HLA-B51:01. The binding affinity (normalized) is 0.